From a dataset of Full USPTO retrosynthesis dataset with 1.9M reactions from patents (1976-2016). Predict the reactants needed to synthesize the given product. (1) Given the product [Cl:1][C:2]1[N:7]=[C:6]([C:8]([NH:17][CH2:16][C:15]([F:19])([F:18])[F:14])=[O:9])[CH:5]=[C:4]([Cl:11])[N:3]=1, predict the reactants needed to synthesize it. The reactants are: [Cl:1][C:2]1[N:7]=[C:6]([C:8](Cl)=[O:9])[CH:5]=[C:4]([Cl:11])[N:3]=1.[H-].[Na+].[F:14][C:15]([F:19])([F:18])[CH2:16][NH2:17].CCOC(C)=O. (2) The reactants are: [C:1]([OH:5])([CH3:4])([CH3:3])[CH3:2].Cl[S:7]([N:10]=[C:11]=[O:12])(=[O:9])=[O:8].[NH2:13][C:14]1[CH:19]=[CH:18][C:17](/[CH:20]=[CH:21]/[S:22]([N:25]2[CH2:46][CH2:45][C:28]3([N:32]=[C:31]([C:33]4[CH:38]=[CH:37][CH:36]=[C:35]([O:39][C:40]([F:43])([F:42])[F:41])[CH:34]=4)[NH:30][C:29]3=[O:44])[CH2:27][CH2:26]2)(=[O:24])=[O:23])=[C:16]([CH3:47])[CH:15]=1.C(N(CC)CC)C. Given the product [C:1]([O:5][C:11]([NH:10][S:7]([NH:13][C:14]1[CH:19]=[CH:18][C:17](/[CH:20]=[CH:21]/[S:22]([N:25]2[CH2:26][CH2:27][C:28]3([N:32]=[C:31]([C:33]4[CH:38]=[CH:37][CH:36]=[C:35]([O:39][C:40]([F:41])([F:43])[F:42])[CH:34]=4)[NH:30][C:29]3=[O:44])[CH2:45][CH2:46]2)(=[O:23])=[O:24])=[C:16]([CH3:47])[CH:15]=1)(=[O:9])=[O:8])=[O:12])([CH3:4])([CH3:3])[CH3:2], predict the reactants needed to synthesize it.